Dataset: Reaction yield outcomes from USPTO patents with 853,638 reactions. Task: Predict the reaction yield, written as a fraction of the theoretical maximum amount of product (1.0 means a 100% yield; for example, 0.34 means a 34% yield). (1) The reactants are [O:1]=[S:2]1(=[O:50])[CH2:6][CH2:5][CH:4]([NH:7][CH2:8][CH2:9][NH:10][C@:11]23[CH2:46][CH2:45][C@@H:44]([C:47]([CH3:49])=[CH2:48])[C@@H:12]2[C@@H:13]2[C@@:26]([CH3:29])([CH2:27][CH2:28]3)[C@@:25]3([CH3:30])[C@@H:16]([C@:17]4([CH3:43])[C@@H:22]([CH2:23][CH2:24]3)[C:21]([CH3:32])([CH3:31])[C:20]([C:33]3[CH:42]=[CH:41][C:36]([C:37]([O:39]C)=[O:38])=[CH:35][CH:34]=3)=[CH:19][CH2:18]4)[CH2:15][CH2:14]2)[CH2:3]1.[OH-].[Na+]. The catalyst is O1CCOCC1. The product is [O:1]=[S:2]1(=[O:50])[CH2:6][CH2:5][CH:4]([NH:7][CH2:8][CH2:9][NH:10][C@:11]23[CH2:46][CH2:45][C@@H:44]([C:47]([CH3:49])=[CH2:48])[C@@H:12]2[C@@H:13]2[C@@:26]([CH3:29])([CH2:27][CH2:28]3)[C@@:25]3([CH3:30])[C@@H:16]([C@:17]4([CH3:43])[C@@H:22]([CH2:23][CH2:24]3)[C:21]([CH3:32])([CH3:31])[C:20]([C:33]3[CH:34]=[CH:35][C:36]([C:37]([OH:39])=[O:38])=[CH:41][CH:42]=3)=[CH:19][CH2:18]4)[CH2:15][CH2:14]2)[CH2:3]1. The yield is 0.630. (2) The reactants are [C:1]1([CH2:7][CH2:8][N+:9]([O-:11])=[O:10])[CH:6]=[CH:5][CH:4]=[CH:3][CH:2]=1.[F-].C([N+](CCCC)(CCCC)CCCC)CCC.[CH2:30]([O:37][C@H:38]1[CH2:42][N:41]([C:43]([O:45][C:46]([CH3:49])([CH3:48])[CH3:47])=[O:44])[C@H:40]([CH:50]=[O:51])[CH2:39]1)[C:31]1[CH:36]=[CH:35][CH:34]=[CH:33][CH:32]=1. The catalyst is C1COCC1.C(OCC)(=O)C. The product is [CH2:30]([O:37][C@H:38]1[CH2:42][N:41]([C:43]([O:45][C:46]([CH3:47])([CH3:48])[CH3:49])=[O:44])[C@@H:40]([C@@H:50]([OH:51])[C@@H:8]([N+:9]([O-:11])=[O:10])[CH2:7][C:1]2[CH:6]=[CH:5][CH:4]=[CH:3][CH:2]=2)[CH2:39]1)[C:31]1[CH:36]=[CH:35][CH:34]=[CH:33][CH:32]=1. The yield is 0.350. (3) The reactants are [C:1]([C:5]1[CH:10]=[CH:9][C:8]([N+:11]([O-])=O)=[CH:7][C:6]=1[O:14][CH3:15])([CH3:4])([CH3:3])[CH3:2].C([O-])=O.[K+]. The catalyst is CCO.O.[Pd]. The product is [C:1]([C:5]1[CH:10]=[CH:9][C:8]([NH2:11])=[CH:7][C:6]=1[O:14][CH3:15])([CH3:4])([CH3:2])[CH3:3]. The yield is 0.720. (4) The reactants are Br[C:2]1[CH:3]=[C:4]([NH:10][C:11]2[CH:16]=[N:15][CH:14]=[CH:13][N:12]=2)[C:5](=[O:9])[N:6]([CH3:8])[CH:7]=1.[C:17]([O:20][CH2:21][C:22]1[C:23]([N:31]2[CH2:42][CH2:41][N:40]3[C:33](=[CH:34][C:35]4[CH2:36][C:37]([CH3:44])([CH3:43])[CH2:38][C:39]=43)[C:32]2=[O:45])=[N:24][CH:25]=[CH:26][C:27]=1B(O)O)(=[O:19])[CH3:18].[O-]P([O-])([O-])=O.[K+].[K+].[K+].O.O.O.C([O-])(=O)C.[Na+]. The catalyst is O.C1C=CC(P(C2C=CC=CC=2)[C-]2C=CC=C2)=CC=1.C1C=CC(P(C2C=CC=CC=2)[C-]2C=CC=C2)=CC=1.Cl[Pd]Cl.[Fe+2].C(#N)C. The product is [C:17]([O:20][CH2:21][C:22]1[C:23]([N:31]2[CH2:42][CH2:41][N:40]3[C:33](=[CH:34][C:35]4[CH2:36][C:37]([CH3:44])([CH3:43])[CH2:38][C:39]=43)[C:32]2=[O:45])=[N:24][CH:25]=[CH:26][C:27]=1[C:2]1[CH:3]=[C:4]([NH:10][C:11]2[CH:16]=[N:15][CH:14]=[CH:13][N:12]=2)[C:5](=[O:9])[N:6]([CH3:8])[CH:7]=1)(=[O:19])[CH3:18]. The yield is 0.400. (5) The reactants are [NH2:1][C:2]1[CH:10]=[CH:9][CH:8]=[C:7]([F:11])[C:3]=1[C:4]([NH2:6])=[O:5].[Br:12][C:13]1[CH:14]=[N:15][NH:16][C:17]=1[CH:18]=O. The catalyst is CC(N(C)C)=O. The product is [Br:12][C:13]1[CH:14]=[N:15][NH:16][C:17]=1[C:18]1[NH:6][C:4](=[O:5])[C:3]2[C:2](=[CH:10][CH:9]=[CH:8][C:7]=2[F:11])[N:1]=1. The yield is 0.190. (6) The reactants are [Br:1][C:2]1[C:3]([C:13]2[CH:18]=[CH:17][C:16]([Cl:19])=[CH:15][CH:14]=2)=[CH:4][C:5]2[N:6]([C:9](=[O:12])[NH:10][N:11]=2)[C:7]=1[CH3:8].BrC1C2N(C(=O)N([CH2:38][C:39]3[CH:40]=[N:41][C:42]([C:45]([F:48])([F:47])[F:46])=[CH:43][CH:44]=3)N=2)C(C)=CC=1C1C=CC(Cl)=CC=1. No catalyst specified. The product is [Br:1][C:2]1[C:3]([C:13]2[CH:14]=[CH:15][C:16]([Cl:19])=[CH:17][CH:18]=2)=[CH:4][C:5]2[N:6]([C:9](=[O:12])[N:10]([CH2:38][C:39]3[CH:40]=[N:41][C:42]([C:45]([F:48])([F:46])[F:47])=[CH:43][CH:44]=3)[N:11]=2)[C:7]=1[CH3:8]. The yield is 0.660.